Task: Predict the reactants needed to synthesize the given product.. Dataset: Full USPTO retrosynthesis dataset with 1.9M reactions from patents (1976-2016) Given the product [CH2:22]([N:3]1[C:4]2[C:9](=[CH:8][C:7]([N+:13]([O-:15])=[O:14])=[CH:6][CH:5]=2)[C:10]([CH:11]=[O:12])=[C:2]1[CH3:1])[C:23]1[CH:28]=[CH:27][CH:26]=[CH:25][CH:24]=1, predict the reactants needed to synthesize it. The reactants are: [CH3:1][C:2]1[NH:3][C:4]2[C:9]([C:10]=1[CH:11]=[O:12])=[CH:8][C:7]([N+:13]([O-:15])=[O:14])=[CH:6][CH:5]=2.C(=O)([O-])[O-].[K+].[K+].[CH2:22](Br)[C:23]1[CH:28]=[CH:27][CH:26]=[CH:25][CH:24]=1.